This data is from Full USPTO retrosynthesis dataset with 1.9M reactions from patents (1976-2016). The task is: Predict the reactants needed to synthesize the given product. (1) Given the product [OH:19][C@H:16]1[C@H:15]([OH:20])[C@@H:14]2[C@H:6]([CH2:7][CH2:8][C@@:9]3([CH3:22])[C@H:13]2[CH2:12][CH2:11][C:10]3=[CH2:21])[C@:5]2([CH3:23])[C@@H:17]1[CH2:18][C@@H:2]([NH:1][C:33](=[O:34])[C:32]([F:43])([F:42])[F:31])[CH2:3][CH2:4]2, predict the reactants needed to synthesize it. The reactants are: [NH2:1][C@@H:2]1[CH2:18][C@H:17]2[C@@:5]([CH3:23])([C@@H:6]3[C@@H:14]([C@@H:15]([OH:20])[C@@H:16]2[OH:19])[C@H:13]2[C@@:9]([CH3:22])([C:10](=[CH2:21])[CH2:11][CH2:12]2)[CH2:8][CH2:7]3)[CH2:4][CH2:3]1.CCN(CC)CC.[F:31][C:32]([F:43])([F:42])[C:33](O[C:33](=[O:34])[C:32]([F:43])([F:42])[F:31])=[O:34]. (2) Given the product [Cl:1][C:2]1[CH:3]=[C:4]([CH:24]=[CH:25][CH:26]=1)[C:5]([NH:7][C:8]1[CH:9]=[CH:10][C:11]([O:17][C:18]2[CH:19]=[CH:20][CH:21]=[CH:22][CH:23]=2)=[C:12]([CH:16]=1)[C:13]([NH:70][C:69]1[C:71]([CH3:85])=[CH:72][C:73]([C:75]([F:84])([C:76]([F:77])([F:78])[F:79])[C:80]([F:81])([F:82])[F:83])=[CH:74][C:68]=1[CH3:67])=[O:14])=[O:6], predict the reactants needed to synthesize it. The reactants are: [Cl:1][C:2]1[CH:3]=[C:4]([CH:24]=[CH:25][CH:26]=1)[C:5]([NH:7][C:8]1[CH:9]=[CH:10][C:11]([O:17][C:18]2[CH:23]=[CH:22][CH:21]=[CH:20][CH:19]=2)=[C:12]([CH:16]=1)[C:13](O)=[O:14])=[O:6].O=C1N([ClH]P([ClH]N2CCOC2=O)=O)CCO1.C1N(P(Cl)(N2C(=O)OCC2)=O)C(=O)OC1.C(N(C(C)C)CC)(C)C.[CH3:67][C:68]1[CH:74]=[C:73]([C:75]([F:84])([C:80]([F:83])([F:82])[F:81])[C:76]([F:79])([F:78])[F:77])[CH:72]=[C:71]([CH3:85])[C:69]=1[NH2:70].